Dataset: Peptide-MHC class II binding affinity with 134,281 pairs from IEDB. Task: Regression. Given a peptide amino acid sequence and an MHC pseudo amino acid sequence, predict their binding affinity value. This is MHC class II binding data. (1) The peptide sequence is SVIDCNTCVTQTVDFSLDPT. The MHC is DRB1_0701 with pseudo-sequence DRB1_0701. The binding affinity (normalized) is 0.130. (2) The peptide sequence is VALRTAVASVLSATV. The MHC is DRB1_0405 with pseudo-sequence DRB1_0405. The binding affinity (normalized) is 0.562.